Regression. Given a peptide amino acid sequence and an MHC pseudo amino acid sequence, predict their binding affinity value. This is MHC class II binding data. From a dataset of Peptide-MHC class II binding affinity with 134,281 pairs from IEDB. The peptide sequence is VRSGGHDYEGLSYRS. The MHC is HLA-DQA10101-DQB10501 with pseudo-sequence HLA-DQA10101-DQB10501. The binding affinity (normalized) is 0.